The task is: Predict the reaction yield, written as a fraction of the theoretical maximum amount of product (1.0 means a 100% yield; for example, 0.34 means a 34% yield).. This data is from Reaction yield outcomes from USPTO patents with 853,638 reactions. (1) The reactants are [O:1]1[CH2:5][CH2:4][CH2:3][CH:2]1[CH2:6][CH2:7][C:8]1[CH:15]=[CH:14][C:11]([CH:12]=O)=[CH:10][CH:9]=1.[N+:16]([CH3:19])([O-:18])=[O:17].C([O-])(=O)C.[NH4+]. The catalyst is C(O)(=O)C. The product is [O:1]1[CH2:5][CH2:4][CH2:3][CH:2]1[CH2:6][CH2:7][C:8]1[CH:15]=[CH:14][C:11](/[CH:12]=[CH:19]/[N+:16]([O-:18])=[O:17])=[CH:10][CH:9]=1. The yield is 0.940. (2) The reactants are [Cl:1][C:2]1[N:10]=[C:9]([Cl:11])[CH:8]=[CH:7][C:3]=1[C:4](Cl)=[O:5].[NH2:12][CH:13]1[CH2:18][CH2:17][O:16][CH2:15][CH2:14]1.C(N(C(C)C)C(C)C)C. The catalyst is C(Cl)Cl. The product is [Cl:1][C:2]1[N:10]=[C:9]([Cl:11])[CH:8]=[CH:7][C:3]=1[C:4]([NH:12][CH:13]1[CH2:18][CH2:17][O:16][CH2:15][CH2:14]1)=[O:5]. The yield is 0.920. (3) The reactants are O[CH2:2][C:3]1[CH:19]=[CH:18][C:6]([CH2:7][NH:8][S:9]([C:12]2[CH:17]=[CH:16][CH:15]=[CH:14][N:13]=2)(=[O:11])=[O:10])=[CH:5][CH:4]=1.CCN(CC)CC.CS([Cl:31])(=O)=O. No catalyst specified. The product is [Cl:31][CH2:2][C:3]1[CH:19]=[CH:18][C:6]([CH2:7][NH:8][S:9]([C:12]2[CH:17]=[CH:16][CH:15]=[CH:14][N:13]=2)(=[O:11])=[O:10])=[CH:5][CH:4]=1. The yield is 0.450. (4) The reactants are Cl[C:2]1[N:6]([CH3:7])[N:5]=[CH:4][C:3]=1[N+:8]([O-:10])=[O:9].Cl.[F:12][CH:13]1[CH2:18][CH2:17][CH2:16][NH:15][CH2:14]1. No catalyst specified. The product is [F:12][CH:13]1[CH2:18][CH2:17][CH2:16][N:15]([C:2]2[N:6]([CH3:7])[N:5]=[CH:4][C:3]=2[N+:8]([O-:10])=[O:9])[CH2:14]1. The yield is 0.970. (5) The yield is 0.830. The product is [CH3:1][O:2][C:3](=[O:11])[CH2:4][CH2:5][CH2:6][C:7]#[C:8][CH2:9][I:36]. The catalyst is ClCCl. The reactants are [CH3:1][O:2][C:3](=[O:11])[CH2:4][CH2:5][CH2:6][C:7]#[C:8][CH2:9]O.C1(P(C2C=CC=CC=2)C2C=CC=CC=2)C=CC=CC=1.N1C=CN=C1.[I:36]I.